This data is from Catalyst prediction with 721,799 reactions and 888 catalyst types from USPTO. The task is: Predict which catalyst facilitates the given reaction. (1) Reactant: C(N(CC)CC)C.C(#N)C.[CH2:11]([N:13]1[C:19](=[O:20])[C:18]([CH3:22])([CH3:21])[C:17](=[O:23])[N:16]([CH3:24])[C:15]2[CH:25]=[C:26]([CH2:29][NH:30][CH2:31][CH2:32][C:33]3[CH:34]=[N:35][CH:36]=[CH:37][CH:38]=3)[CH:27]=[CH:28][C:14]1=2)[CH3:12].[C:39]1([S:45](Cl)(=[O:47])=[O:46])[CH:44]=[CH:43][CH:42]=[CH:41][CH:40]=1. Product: [CH2:11]([N:13]1[C:19](=[O:20])[C:18]([CH3:22])([CH3:21])[C:17](=[O:23])[N:16]([CH3:24])[C:15]2[CH:25]=[C:26]([CH2:29][N:30]([CH2:31][CH2:32][C:33]3[CH:34]=[N:35][CH:36]=[CH:37][CH:38]=3)[S:45]([C:39]3[CH:44]=[CH:43][CH:42]=[CH:41][CH:40]=3)(=[O:47])=[O:46])[CH:27]=[CH:28][C:14]1=2)[CH3:12]. The catalyst class is: 6. (2) Reactant: [O:1]1[C:5]2([CH2:10][CH2:9][N:8]([C:11]3[CH:16]=[CH:15][C:14]([N:17]4[CH2:21][C@H:20]([CH2:22][N:23]=[N+:24]=[N-:25])[O:19][C:18]4=[O:26])=[CH:13][C:12]=3[F:27])[CH2:7][CH2:6]2)[O:4][CH2:3][CH2:2]1.[C:28]12CC(CC1)=C[CH:29]=2. Product: [O:1]1[C:5]2([CH2:10][CH2:9][N:8]([C:11]3[CH:16]=[CH:15][C:14]([N:17]4[CH2:21][C@H:20]([CH2:22][N:23]5[CH:29]=[CH:28][N:25]=[N:24]5)[O:19][C:18]4=[O:26])=[CH:13][C:12]=3[F:27])[CH2:7][CH2:6]2)[O:4][CH2:3][CH2:2]1. The catalyst class is: 12. (3) Reactant: [N:1]1[CH:6]=[CH:5][C:4]([C:7]2[CH:12]=[CH:11][C:10]([NH2:13])=[CH:9][CH:8]=2)=[CH:3][CH:2]=1.[N:14]([CH2:17][C:18]1[CH:23]=[CH:22][CH:21]=[CH:20][CH:19]=1)=[C:15]=[O:16]. Product: [CH2:17]([NH:14][C:15]([NH:13][C:10]1[CH:11]=[CH:12][C:7]([C:4]2[CH:5]=[CH:6][N:1]=[CH:2][CH:3]=2)=[CH:8][CH:9]=1)=[O:16])[C:18]1[CH:23]=[CH:22][CH:21]=[CH:20][CH:19]=1. The catalyst class is: 9. (4) Reactant: Cl.[NH2:2][CH:3]1[C:12]2[CH:11]=[C:10]([OH:13])[CH:9]=[CH:8][C:7]=2[CH2:6][CH2:5][CH2:4]1.C(N(CC)C(C)C)(C)C.[C:23]([O:27][C:28](O[C:28]([O:27][C:23]([CH3:26])([CH3:25])[CH3:24])=[O:29])=[O:29])([CH3:26])([CH3:25])[CH3:24]. Product: [OH:13][C:10]1[CH:11]=[C:12]2[C:7]([CH2:6][CH2:5][CH2:4][CH:3]2[NH:2][C:28](=[O:29])[O:27][C:23]([CH3:26])([CH3:25])[CH3:24])=[CH:8][CH:9]=1. The catalyst class is: 124. (5) Reactant: [OH:1][C@@H:2]1[CH2:18][C@@H:17]2[C@@:5]([CH3:28])([C@@H:6]3[C@@H:14]([CH2:15][CH2:16]2)[C@:13]2([OH:19])[C@@:9]([CH3:27])([C@@H:10]([C:20]4[CH:21]=[CH:22][C:23](=[O:26])[O:24][CH:25]=4)[CH2:11][CH2:12]2)[CH2:8][CH2:7]3)[CH2:4][CH2:3]1.OS([O-])=O.[Na+]. Product: [OH:19][C@:13]12[CH2:12][CH2:11][C@H:10]([C:20]3[CH:21]=[CH:22][C:23](=[O:26])[O:24][CH:25]=3)[C@@:9]1([CH3:27])[CH2:8][CH2:7][C@H:6]1[C@H:14]2[CH2:15][CH2:16][C@H:17]2[C@:5]1([CH3:28])[CH2:4][CH2:3][C:2](=[O:1])[CH2:18]2. The catalyst class is: 21. (6) Reactant: Cl[C:2]1[N:11]=[CH:10][C:9]2[C:4](=[C:5]([CH3:12])[CH:6]=[CH:7][CH:8]=2)[N:3]=1.[NH2:13][C:14]1[CH:22]=[C:21]2[C:17]([CH:18]=[N:19][NH:20]2)=[CH:16][CH:15]=1.Cl. Product: [NH:20]1[C:21]2[C:17](=[CH:16][CH:15]=[C:14]([NH:13][C:2]3[N:11]=[CH:10][C:9]4[C:4](=[C:5]([CH3:12])[CH:6]=[CH:7][CH:8]=4)[N:3]=3)[CH:22]=2)[CH:18]=[N:19]1. The catalyst class is: 51. (7) Reactant: [CH2:1]([O:8][C:9]1[CH:26]=[CH:25][C:12]([CH2:13][NH:14][CH2:15][CH2:16][NH:17][C:18](=[O:24])[O:19][C:20]([CH3:23])([CH3:22])[CH3:21])=[CH:11][C:10]=1[O:27][CH3:28])[C:2]1[CH:7]=[CH:6][CH:5]=[CH:4][CH:3]=1.[C:29](Cl)(=[O:36])[C:30]1[CH:35]=[CH:34][CH:33]=[CH:32][CH:31]=1.C(N(CC)CC)C. Product: [C:29]([N:14]([CH2:13][C:12]1[CH:25]=[CH:26][C:9]([O:8][CH2:1][C:2]2[CH:3]=[CH:4][CH:5]=[CH:6][CH:7]=2)=[C:10]([O:27][CH3:28])[CH:11]=1)[CH2:15][CH2:16][NH:17][C:18](=[O:24])[O:19][C:20]([CH3:22])([CH3:23])[CH3:21])(=[O:36])[C:30]1[CH:35]=[CH:34][CH:33]=[CH:32][CH:31]=1. The catalyst class is: 4. (8) Reactant: [C:1]([C:3]1[C:4]([CH3:28])=[C:5]([CH:10](O)[CH2:11][N:12]2[CH2:17][CH2:16][N:15]([C:18]([O:20][C:21]([CH3:24])([CH3:23])[CH3:22])=[O:19])[CH2:14][C@H:13]2[CH2:25][OH:26])[CH:6]=[CH:7][C:8]=1[F:9])#[N:2].C(C=P(CCCC)(CCCC)CCCC)#N. Product: [C:1]([C:3]1[C:4]([CH3:28])=[C:5]([CH:10]2[O:26][CH2:25][C@@H:13]3[CH2:14][N:15]([C:18]([O:20][C:21]([CH3:24])([CH3:23])[CH3:22])=[O:19])[CH2:16][CH2:17][N:12]3[CH2:11]2)[CH:6]=[CH:7][C:8]=1[F:9])#[N:2]. The catalyst class is: 48. (9) Reactant: [CH2:1]([NH:3][C:4]1[CH:9]=[C:8](F)[CH:7]=[CH:6][C:5]=1[N+:11]([O-:13])=[O:12])[CH3:2].[NH:14]1[CH2:19][CH2:18][NH:17][CH2:16][CH2:15]1.C([O-])([O-])=O.[K+].[K+]. Product: [CH2:1]([NH:3][C:4]1[CH:9]=[C:8]([N:14]2[CH2:19][CH2:18][NH:17][CH2:16][CH2:15]2)[CH:7]=[CH:6][C:5]=1[N+:11]([O-:13])=[O:12])[CH3:2]. The catalyst class is: 3.